From a dataset of Reaction yield outcomes from USPTO patents with 853,638 reactions. Predict the reaction yield, written as a fraction of the theoretical maximum amount of product (1.0 means a 100% yield; for example, 0.34 means a 34% yield). (1) The catalyst is Cl.O1CCOCC1. The reactants are C(OC(=O)[NH:7][CH:8]([CH2:36][C:37]1[CH:42]=[CH:41][C:40]([F:43])=[CH:39][CH:38]=1)[C:9]([N:11]1[CH2:16][CH2:15][N:14]([CH:17]([C:29](=[O:32])[NH:30][CH3:31])[CH2:18][C:19]2[CH:28]=[CH:27][C:26]3[C:21](=[CH:22][CH:23]=[CH:24][CH:25]=3)[CH:20]=2)[CH2:13][CH:12]1[CH2:33][O:34][CH3:35])=[O:10])(C)(C)C.[Cl:45]CCCl. The yield is 0.980. The product is [ClH:45].[NH2:7][CH:8]([CH2:36][C:37]1[CH:42]=[CH:41][C:40]([F:43])=[CH:39][CH:38]=1)[C:9]([N:11]1[CH2:16][CH2:15][N:14]([CH:17]([CH2:18][C:19]2[CH:28]=[CH:27][C:26]3[C:21](=[CH:22][CH:23]=[CH:24][CH:25]=3)[CH:20]=2)[C:29]([NH:30][CH3:31])=[O:32])[CH2:13][CH:12]1[CH2:33][O:34][CH3:35])=[O:10]. (2) The reactants are [Cl:1][C:2]1[CH:7]=[CH:6][CH:5]=[C:4]([Cl:8])[C:3]=1[C:9]1[S:10][CH:11]=[C:12]([C:14](OCC)=[O:15])[N:13]=1.[BH4-].[Li+]. The catalyst is CO. The product is [Cl:1][C:2]1[CH:7]=[CH:6][CH:5]=[C:4]([Cl:8])[C:3]=1[C:9]1[S:10][CH:11]=[C:12]([CH2:14][OH:15])[N:13]=1. The yield is 0.970.